Dataset: Peptide-MHC class I binding affinity with 185,985 pairs from IEDB/IMGT. Task: Regression. Given a peptide amino acid sequence and an MHC pseudo amino acid sequence, predict their binding affinity value. This is MHC class I binding data. (1) The peptide sequence is FQPQNGQFIHFY. The MHC is H-2-Db with pseudo-sequence H-2-Db. The binding affinity (normalized) is 0.545. (2) The peptide sequence is SRLGIVVLR. The MHC is HLA-A02:06 with pseudo-sequence HLA-A02:06. The binding affinity (normalized) is 0.0847. (3) The MHC is HLA-B15:03 with pseudo-sequence HLA-B15:03. The peptide sequence is RLQPNQPPK. The binding affinity (normalized) is 0.473. (4) The peptide sequence is AVFDRKSDAK. The MHC is HLA-B44:02 with pseudo-sequence HLA-B44:02. The binding affinity (normalized) is 0. (5) The peptide sequence is RGFPTAFEF. The MHC is Mamu-B3901 with pseudo-sequence Mamu-B3901. The binding affinity (normalized) is 0.517. (6) The peptide sequence is KALLNHYPH. The MHC is H-2-Db with pseudo-sequence H-2-Db. The binding affinity (normalized) is 0.128. (7) The peptide sequence is AFPTSCHMFIICF. The MHC is HLA-A03:01 with pseudo-sequence HLA-A03:01. The binding affinity (normalized) is 0. (8) The peptide sequence is TQGYFPDWQNY. The MHC is HLA-B53:01 with pseudo-sequence HLA-B53:01. The binding affinity (normalized) is 0.0916. (9) The peptide sequence is SMTSDSKSI. The MHC is HLA-A02:02 with pseudo-sequence HLA-A02:02. The binding affinity (normalized) is 0.165.